From a dataset of Forward reaction prediction with 1.9M reactions from USPTO patents (1976-2016). Predict the product of the given reaction. Given the reactants [NH2:1][C:2]1[CH:3]=[C:4]([CH:21]=[CH:22][C:23]=1[F:24])[O:5][C:6]1[CH:7]=[CH:8][C:9]2[N:10]([CH:12]=[C:13]([NH:15][C:16]([CH:18]3[CH2:20][CH2:19]3)=[O:17])[N:14]=2)[N:11]=1.[CH3:25][N:26]1[C:30]([C:31](Cl)=[O:32])=[CH:29][C:28]([CH3:34])=[N:27]1.C(=O)([O-])O.[Na+], predict the reaction product. The product is: [CH:18]1([C:16]([NH:15][C:13]2[N:14]=[C:9]3[CH:8]=[CH:7][C:6]([O:5][C:4]4[CH:21]=[CH:22][C:23]([F:24])=[C:2]([NH:1][C:31]([C:30]5[N:26]([CH3:25])[N:27]=[C:28]([CH3:34])[CH:29]=5)=[O:32])[CH:3]=4)=[N:11][N:10]3[CH:12]=2)=[O:17])[CH2:20][CH2:19]1.